The task is: Predict the reaction yield, written as a fraction of the theoretical maximum amount of product (1.0 means a 100% yield; for example, 0.34 means a 34% yield).. This data is from Reaction yield outcomes from USPTO patents with 853,638 reactions. The catalyst is C(Cl)Cl. The reactants are CCN(C1C=CC=CC=1)CC.O[CH:13]([C:15]1[CH:16]=[C:17]([CH:21]=[CH:22][CH:23]=1)[C:18]([NH2:20])=[O:19])[CH3:14].S(Cl)([Cl:26])=O.O. The yield is 0.750. The product is [Cl:26][CH:13]([C:15]1[CH:16]=[C:17]([CH:21]=[CH:22][CH:23]=1)[C:18]([NH2:20])=[O:19])[CH3:14].